This data is from NCI-60 drug combinations with 297,098 pairs across 59 cell lines. The task is: Regression. Given two drug SMILES strings and cell line genomic features, predict the synergy score measuring deviation from expected non-interaction effect. (1) Drug 1: COC1=NC(=NC2=C1N=CN2C3C(C(C(O3)CO)O)O)N. Drug 2: CC(C)CN1C=NC2=C1C3=CC=CC=C3N=C2N. Cell line: HOP-62. Synergy scores: CSS=3.35, Synergy_ZIP=-0.0999, Synergy_Bliss=4.34, Synergy_Loewe=1.87, Synergy_HSA=1.34. (2) Drug 1: C1C(C(OC1N2C=C(C(=O)NC2=O)F)CO)O. Drug 2: CCCCC(=O)OCC(=O)C1(CC(C2=C(C1)C(=C3C(=C2O)C(=O)C4=C(C3=O)C=CC=C4OC)O)OC5CC(C(C(O5)C)O)NC(=O)C(F)(F)F)O. Cell line: UACC62. Synergy scores: CSS=70.3, Synergy_ZIP=-1.66, Synergy_Bliss=-0.937, Synergy_Loewe=-2.95, Synergy_HSA=1.89. (3) Drug 1: CCC1(CC2CC(C3=C(CCN(C2)C1)C4=CC=CC=C4N3)(C5=C(C=C6C(=C5)C78CCN9C7C(C=CC9)(C(C(C8N6C=O)(C(=O)OC)O)OC(=O)C)CC)OC)C(=O)OC)O.OS(=O)(=O)O. Drug 2: CC1=C(C(CCC1)(C)C)C=CC(=CC=CC(=CC(=O)O)C)C. Cell line: SNB-19. Synergy scores: CSS=8.30, Synergy_ZIP=2.29, Synergy_Bliss=5.50, Synergy_Loewe=-35.2, Synergy_HSA=0.530. (4) Drug 1: CC12CCC3C(C1CCC2=O)CC(=C)C4=CC(=O)C=CC34C. Drug 2: C1=NC2=C(N1)C(=S)N=C(N2)N. Cell line: SK-OV-3. Synergy scores: CSS=48.8, Synergy_ZIP=-3.05, Synergy_Bliss=-3.70, Synergy_Loewe=-11.0, Synergy_HSA=-0.835. (5) Drug 1: C1C(C(OC1N2C=C(C(=O)NC2=O)F)CO)O. Drug 2: C1=CC=C(C=C1)NC(=O)CCCCCCC(=O)NO. Cell line: PC-3. Synergy scores: CSS=19.0, Synergy_ZIP=-3.60, Synergy_Bliss=3.25, Synergy_Loewe=-0.153, Synergy_HSA=2.11. (6) Drug 1: C1=CC(=CC=C1CCCC(=O)O)N(CCCl)CCCl. Drug 2: CC12CCC3C(C1CCC2O)C(CC4=C3C=CC(=C4)O)CCCCCCCCCS(=O)CCCC(C(F)(F)F)(F)F. Cell line: OVCAR3. Synergy scores: CSS=1.16, Synergy_ZIP=-7.78, Synergy_Bliss=-9.29, Synergy_Loewe=-11.5, Synergy_HSA=-10.8.